This data is from Full USPTO retrosynthesis dataset with 1.9M reactions from patents (1976-2016). The task is: Predict the reactants needed to synthesize the given product. Given the product [CH3:1][O:2][C:3](=[O:23])[C:4]1[CH:5]=[CH:6][C:7]([C:10]2[NH:14][C:13]3[C:15]([CH:21]=[O:22])=[C:16]([OH:19])[CH:17]=[CH:18][C:12]=3[N:11]=2)=[CH:8][CH:9]=1, predict the reactants needed to synthesize it. The reactants are: [CH3:1][O:2][C:3](=[O:23])[C:4]1[CH:9]=[CH:8][C:7]([C:10]2[NH:14][C:13]3[C:15]([CH:21]=[O:22])=[C:16]([O:19]C)[CH:17]=[CH:18][C:12]=3[N:11]=2)=[CH:6][CH:5]=1.B(Br)(Br)Br.